From a dataset of Forward reaction prediction with 1.9M reactions from USPTO patents (1976-2016). Predict the product of the given reaction. (1) Given the reactants [CH3:1][N:2]([CH3:27])[C:3]1[CH:26]=[CH:25][C:6]([CH2:7][N:8]2[C:17](=[O:18])[C:16]3=[CH:19][CH:20]=[C:21]([O:22]C)[C:14]4[C:15]3=[C:10]([CH:11]=[CH:12][N:13]=4)[C:9]2=[O:24])=[CH:5][CH:4]=1.C(=O)([O-])[O-].[K+].[K+].C1(S)C=CC=CC=1.Cl, predict the reaction product. The product is: [CH3:1][N:2]([CH3:27])[C:3]1[CH:4]=[CH:5][C:6]([CH2:7][N:8]2[C:17](=[O:18])[C:16]3=[CH:19][CH:20]=[C:21]([OH:22])[C:14]4[C:15]3=[C:10]([CH:11]=[CH:12][N:13]=4)[C:9]2=[O:24])=[CH:25][CH:26]=1. (2) Given the reactants CO[CH:3](OC)[CH2:4][N:5]([CH:15]1[CH2:20][CH2:19][N:18]([C:21]([O:23][C:24]([CH3:27])([CH3:26])[CH3:25])=[O:22])[CH2:17][CH2:16]1)[C:6]([NH:8][C:9]1[CH:14]=[CH:13][CH:12]=[CH:11][CH:10]=1)=[O:7].CS(O)(=O)=O.C(=O)([O-])[O-].[Na+].[Na+].C(=O)(O)[O-].[Na+].C(OC(OC(C)(C)C)=O)(OC(C)(C)C)=O, predict the reaction product. The product is: [O:7]=[C:6]1[N:8]([C:9]2[CH:10]=[CH:11][CH:12]=[CH:13][CH:14]=2)[CH:3]=[CH:4][N:5]1[CH:15]1[CH2:16][CH2:17][N:18]([C:21]([O:23][C:24]([CH3:26])([CH3:25])[CH3:27])=[O:22])[CH2:19][CH2:20]1. (3) Given the reactants C(OC([N:8]1[CH2:13][CH2:12][CH:11]([NH:14][C:15]2[CH:20]=[C:19](S(C3C=CC=CC=3)(=O)=O)[CH:18]=[CH:17][C:16]=2[O:30][CH2:31][CH2:32]Br)[CH2:10][CH2:9]1)=O)(C)(C)C.[C:34]1([S:40](C2C=CC3OCCN(C4CCNCC4)C=3C=2)(=[O:42])=[O:41])[CH:39]=[CH:38][CH:37]=[CH:36][CH:35]=1, predict the reaction product. The product is: [C:34]1([S:40]([C:18]2[CH:19]=[CH:20][C:15]3[N:14]([CH:11]4[CH2:10][CH2:9][NH:8][CH2:13][CH2:12]4)[CH2:32][CH2:31][O:30][C:16]=3[CH:17]=2)(=[O:42])=[O:41])[CH:39]=[CH:38][CH:37]=[CH:36][CH:35]=1. (4) Given the reactants CN(C)CCCN=C=NCC.[C:12]([OH:20])(=O)[CH2:13][CH2:14][CH2:15][CH2:16][C:17]#[CH:18].[CH2:21]([NH2:28])[C:22]1[CH:27]=[CH:26][CH:25]=[CH:24][CH:23]=1.ON1C2C=CC=CC=2N=N1.C(N(CC)CC)C, predict the reaction product. The product is: [CH2:21]([NH:28][C:12](=[O:20])[CH2:13][CH2:14][CH2:15][CH2:16][C:17]#[CH:18])[C:22]1[CH:27]=[CH:26][CH:25]=[CH:24][CH:23]=1. (5) Given the reactants [CH:1]1([C:4]2[CH:8]=[CH:7][NH:6][C:5]=2[C:9]([OH:11])=O)[CH2:3][CH2:2]1.[C:12](Cl)(=O)[C:13](Cl)=O, predict the reaction product. The product is: [CH:1]1([C:4]2[CH:8]=[CH:7][NH:6][C:5]=2[C:9]([NH:6][C:5]2[CH:4]=[CH:1][CH:2]=[CH:3][C:12]=2[CH3:13])=[O:11])[CH2:2][CH2:3]1.